This data is from NCI-60 drug combinations with 297,098 pairs across 59 cell lines. The task is: Regression. Given two drug SMILES strings and cell line genomic features, predict the synergy score measuring deviation from expected non-interaction effect. (1) Drug 1: C1=CC=C(C=C1)NC(=O)CCCCCCC(=O)NO. Drug 2: C1CC(=O)NC(=O)C1N2C(=O)C3=CC=CC=C3C2=O. Cell line: PC-3. Synergy scores: CSS=19.3, Synergy_ZIP=-1.62, Synergy_Bliss=5.32, Synergy_Loewe=1.50, Synergy_HSA=1.51. (2) Drug 1: C1=NC2=C(N=C(N=C2N1C3C(C(C(O3)CO)O)O)F)N. Drug 2: CC1=C(C(=CC=C1)Cl)NC(=O)C2=CN=C(S2)NC3=CC(=NC(=N3)C)N4CCN(CC4)CCO. Cell line: TK-10. Synergy scores: CSS=0.928, Synergy_ZIP=-3.40, Synergy_Bliss=-0.951, Synergy_Loewe=-4.53, Synergy_HSA=-2.61. (3) Drug 1: CN(C)N=NC1=C(NC=N1)C(=O)N. Drug 2: CNC(=O)C1=NC=CC(=C1)OC2=CC=C(C=C2)NC(=O)NC3=CC(=C(C=C3)Cl)C(F)(F)F. Cell line: SF-539. Synergy scores: CSS=13.0, Synergy_ZIP=-7.58, Synergy_Bliss=-7.22, Synergy_Loewe=-13.8, Synergy_HSA=-6.68. (4) Drug 1: CC(C1=C(C=CC(=C1Cl)F)Cl)OC2=C(N=CC(=C2)C3=CN(N=C3)C4CCNCC4)N. Drug 2: CCN(CC)CCCC(C)NC1=C2C=C(C=CC2=NC3=C1C=CC(=C3)Cl)OC. Cell line: M14. Synergy scores: CSS=29.6, Synergy_ZIP=11.5, Synergy_Bliss=14.2, Synergy_Loewe=9.97, Synergy_HSA=10.5. (5) Drug 1: CCC1(CC2CC(C3=C(CCN(C2)C1)C4=CC=CC=C4N3)(C5=C(C=C6C(=C5)C78CCN9C7C(C=CC9)(C(C(C8N6C)(C(=O)OC)O)OC(=O)C)CC)OC)C(=O)OC)O.OS(=O)(=O)O. Drug 2: CC1C(C(CC(O1)OC2CC(CC3=C2C(=C4C(=C3O)C(=O)C5=CC=CC=C5C4=O)O)(C(=O)C)O)N)O. Cell line: HCC-2998. Synergy scores: CSS=70.8, Synergy_ZIP=-4.58, Synergy_Bliss=-2.67, Synergy_Loewe=-2.33, Synergy_HSA=-0.425. (6) Drug 1: CC1=C(C(=O)C2=C(C1=O)N3CC4C(C3(C2COC(=O)N)OC)N4)N. Drug 2: CC1CCCC2(C(O2)CC(NC(=O)CC(C(C(=O)C(C1O)C)(C)C)O)C(=CC3=CSC(=N3)C)C)C. Cell line: A549. Synergy scores: CSS=60.6, Synergy_ZIP=-4.61, Synergy_Bliss=-5.82, Synergy_Loewe=-0.318, Synergy_HSA=1.54.